From a dataset of Full USPTO retrosynthesis dataset with 1.9M reactions from patents (1976-2016). Predict the reactants needed to synthesize the given product. (1) Given the product [OH:23][NH:22][C:18]([C:16]1[CH:15]=[CH:14][C:12]2[CH2:13][N:7]([C:3]3[CH:2]=[N:1][CH:6]=[CH:5][CH:4]=3)[CH2:8][CH2:9][O:10][C:11]=2[CH:17]=1)=[O:20], predict the reactants needed to synthesize it. The reactants are: [N:1]1[CH:6]=[CH:5][CH:4]=[C:3]([N:7]2[CH2:13][C:12]3[CH:14]=[CH:15][C:16]([C:18]([O:20]C)=O)=[CH:17][C:11]=3[O:10][CH2:9][CH2:8]2)[CH:2]=1.[NH2:22][OH:23].[OH-].[Na+]. (2) Given the product [CH3:20][C:21]1([CH3:28])[O:26][CH2:25][C:24]([C:2]2[CH:7]=[C:6]([CH3:8])[CH:5]=[CH:4][N:3]=2)([OH:27])[CH2:23][O:22]1, predict the reactants needed to synthesize it. The reactants are: Br[C:2]1[CH:7]=[C:6]([CH3:8])[CH:5]=[CH:4][N:3]=1.C([Li])CCC.CCCCCC.[CH3:20][C:21]1([CH3:28])[O:26][CH2:25][C:24](=[O:27])[CH2:23][O:22]1.[Cl-].[NH4+]. (3) Given the product [CH3:12][N:9]1[CH:10]=[CH:11][C:7]([CH2:6][O:5][C:4]2[CH:13]=[CH:14][C:15]([N+:16]([O-:18])=[O:17])=[C:2]([CH:3]=2)[NH:38][CH2:37][C:27]2[CH:28]=[CH:29][C:30]([O:32][C:33]([F:34])([F:35])[F:36])=[CH:31][C:26]=2[CH3:25])=[N:8]1, predict the reactants needed to synthesize it. The reactants are: F[C:2]1[CH:3]=[C:4]([CH:13]=[CH:14][C:15]=1[N+:16]([O-:18])=[O:17])[O:5][CH2:6][C:7]1[CH:11]=[CH:10][N:9]([CH3:12])[N:8]=1.C([O-])([O-])=O.[K+].[K+].[CH3:25][C:26]1[CH:31]=[C:30]([O:32][C:33]([F:36])([F:35])[F:34])[CH:29]=[CH:28][C:27]=1[CH2:37][NH2:38]. (4) Given the product [F:18][C:19]1[CH:20]=[CH:21][C:22]([CH:25]([N:6]2[C:7]3[CH:8]=[CH:9][C:10]([CH3:13])=[CH:11][C:12]=3[C:4]3[CH2:3][N:2]([CH3:1])[CH2:15][CH2:14][C:5]2=3)[CH:27]([OH:26])[CH3:30])=[CH:23][CH:24]=1, predict the reactants needed to synthesize it. The reactants are: [CH3:1][N:2]1[CH2:15][CH2:14][C:5]2[NH:6][C:7]3[CH:8]=[CH:9][C:10]([CH3:13])=[CH:11][C:12]=3[C:4]=2[CH2:3]1.[H-].[Na+].[F:18][C:19]1[CH:24]=[CH:23][C:22]([C:25]2(C)[CH2:27][O:26]2)=[CH:21][CH:20]=1.O.[CH2:30]1COCC1. (5) The reactants are: Cl[C:2]1[CH:3]=[CH:4][C:5]2[N:6]=[C:7]([NH:18][CH2:19][C:20]3[CH:21]=[C:22]([S:26]([NH2:29])(=[O:28])=[O:27])[CH:23]=[CH:24][CH:25]=3)[N:8]=[C:9]([NH:12][CH2:13][C:14]([F:17])([F:16])[F:15])[C:10]=2[N:11]=1.[CH3:30][S:31]([C:34]1[CH:35]=[C:36](B(O)O)[CH:37]=[CH:38][CH:39]=1)(=[O:33])=[O:32].C(=O)([O-])[O-].[K+].[K+]. Given the product [CH3:30][S:31]([C:34]1[CH:39]=[C:38]([C:2]2[CH:3]=[CH:4][C:5]3[N:6]=[C:7]([NH:18][CH2:19][C:20]4[CH:21]=[C:22]([S:26]([NH2:29])(=[O:28])=[O:27])[CH:23]=[CH:24][CH:25]=4)[N:8]=[C:9]([NH:12][CH2:13][C:14]([F:17])([F:15])[F:16])[C:10]=3[N:11]=2)[CH:37]=[CH:36][CH:35]=1)(=[O:33])=[O:32], predict the reactants needed to synthesize it.